This data is from NCI-60 drug combinations with 297,098 pairs across 59 cell lines. The task is: Regression. Given two drug SMILES strings and cell line genomic features, predict the synergy score measuring deviation from expected non-interaction effect. Drug 1: CCCS(=O)(=O)NC1=C(C(=C(C=C1)F)C(=O)C2=CNC3=C2C=C(C=N3)C4=CC=C(C=C4)Cl)F. Drug 2: COC1=C(C=C2C(=C1)N=CN=C2NC3=CC(=C(C=C3)F)Cl)OCCCN4CCOCC4. Synergy scores: CSS=31.2, Synergy_ZIP=0.602, Synergy_Bliss=9.55, Synergy_Loewe=6.57, Synergy_HSA=9.01. Cell line: NCI-H226.